This data is from Full USPTO retrosynthesis dataset with 1.9M reactions from patents (1976-2016). The task is: Predict the reactants needed to synthesize the given product. (1) Given the product [O:11]=[C:9]1[NH:8][C:5]2=[N:6][CH:7]=[C:2]([C:21]([O:25][CH2:23][CH3:24])=[O:22])[CH:3]=[C:4]2[CH2:10]1, predict the reactants needed to synthesize it. The reactants are: Br[C:2]1[CH:3]=[C:4]2[CH2:10][C:9](=[O:11])[NH:8][C:5]2=[N:6][CH:7]=1.C(N(CC)CC)C.[C]=O.[CH3:21][OH:22].[CH2:23]([OH:25])[CH3:24]. (2) Given the product [OH:35][CH:32]1[CH2:31][CH2:30][CH:29]([N:27]2[CH2:26][CH:25]([NH:24][C:23]([CH2:22][NH:21][C:10]3[C:11]4[C:16](=[CH:15][CH:14]=[C:13]([C:17]([F:20])([F:18])[F:19])[CH:12]=4)[N:8]([C:6]([NH2:5])=[O:7])[N:9]=3)=[O:43])[CH2:28]2)[CH2:34][CH2:33]1, predict the reactants needed to synthesize it. The reactants are: C([NH:5][C:6]([N:8]1[C:16]2[C:11](=[CH:12][C:13]([C:17]([F:20])([F:19])[F:18])=[CH:14][CH:15]=2)[C:10]([NH:21][CH2:22][C:23](=[O:43])[NH:24][CH:25]2[CH2:28][N:27]([CH:29]3[CH2:34][CH2:33][CH:32]([O:35][Si](C(C)(C)C)(C)C)[CH2:31][CH2:30]3)[CH2:26]2)=[N:9]1)=[O:7])(C)(C)C.C(O)(C(F)(F)F)=O. (3) Given the product [CH3:1][C:2]1([CH3:31])[CH2:11][CH:10]=[C:9]([C:12]2[CH:17]=[CH:16][CH:15]=[CH:14][N:13]=2)[C:8]2[CH:7]=[C:6]([C:18]#[C:19][C:20]3[CH:21]=[CH:22][C:23]([C:24]([OH:26])=[O:25])=[CH:29][CH:30]=3)[CH:5]=[CH:4][C:3]1=2, predict the reactants needed to synthesize it. The reactants are: [CH3:1][C:2]1([CH3:31])[CH2:11][CH:10]=[C:9]([C:12]2[CH:17]=[CH:16][CH:15]=[CH:14][N:13]=2)[C:8]2[CH:7]=[C:6]([C:18]#[C:19][C:20]3[CH:30]=[CH:29][C:23]([C:24]([O:26]CC)=[O:25])=[CH:22][CH:21]=3)[CH:5]=[CH:4][C:3]1=2.O[Li].O. (4) Given the product [OH:13][NH:12][C:1]([C:3]1[CH:11]=[CH:10][C:6]([C:7]([OH:9])=[O:8])=[CH:5][CH:4]=1)=[NH:2], predict the reactants needed to synthesize it. The reactants are: [C:1]([C:3]1[CH:11]=[CH:10][C:6]([C:7]([OH:9])=[O:8])=[CH:5][CH:4]=1)#[N:2].[NH2:12][OH:13].Cl.C([O-])([O-])=O.[K+].[K+].OC1C=CC=C2C=1N=CC=C2. (5) Given the product [Cl:22][C:23]1[N:28]=[C:27]([O:7][C:8]2[CH:21]=[CH:20][C:11]3[C:12]([C:16]([NH:18][CH3:19])=[O:17])=[C:13]([CH3:15])[O:14][C:10]=3[CH:9]=2)[CH:26]=[CH:25][N:24]=1, predict the reactants needed to synthesize it. The reactants are: C(=O)([O-])[O-].[K+].[K+].[OH:7][C:8]1[CH:21]=[CH:20][C:11]2[C:12]([C:16]([NH:18][CH3:19])=[O:17])=[C:13]([CH3:15])[O:14][C:10]=2[CH:9]=1.[Cl:22][C:23]1[N:28]=[C:27](Cl)[CH:26]=[CH:25][N:24]=1.O.